Predict the product of the given reaction. From a dataset of Forward reaction prediction with 1.9M reactions from USPTO patents (1976-2016). Given the reactants [CH2:1]([O:3][C:4]([C:6]1[CH2:11][C@H:10]([N:12]=[N+]=[N-])[C@@H:9]([NH:15][C:16](=[O:18])[CH3:17])[C@H:8]([O:19][CH:20]([CH2:23][CH3:24])[CH2:21][CH3:22])[CH:7]=1)=[O:5])[CH3:2].O.C(O)(=O)C.C(P(CCCC)CCCC)CCC, predict the reaction product. The product is: [CH2:1]([O:3][C:4]([C:6]1[CH2:11][C@H:10]([NH2:12])[C@@H:9]([NH:15][C:16](=[O:18])[CH3:17])[C@H:8]([O:19][CH:20]([CH2:23][CH3:24])[CH2:21][CH3:22])[CH:7]=1)=[O:5])[CH3:2].